This data is from Rat liver microsome stability data. The task is: Regression/Classification. Given a drug SMILES string, predict its absorption, distribution, metabolism, or excretion properties. Task type varies by dataset: regression for continuous measurements (e.g., permeability, clearance, half-life) or binary classification for categorical outcomes (e.g., BBB penetration, CYP inhibition). Dataset: rlm. The drug is CCCc1oc2ccc(NS(=O)(=O)c3ccc(OC)cc3)cc2c1C(=O)OCC. The result is 1 (stable in rat liver microsomes).